From a dataset of NCI-60 drug combinations with 297,098 pairs across 59 cell lines. Regression. Given two drug SMILES strings and cell line genomic features, predict the synergy score measuring deviation from expected non-interaction effect. Drug 1: C1CC(C1)(C(=O)O)C(=O)O.[NH2-].[NH2-].[Pt+2]. Drug 2: C(CCl)NC(=O)N(CCCl)N=O. Cell line: HCC-2998. Synergy scores: CSS=9.37, Synergy_ZIP=6.67, Synergy_Bliss=11.8, Synergy_Loewe=4.77, Synergy_HSA=5.41.